This data is from Peptide-MHC class II binding affinity with 134,281 pairs from IEDB. The task is: Regression. Given a peptide amino acid sequence and an MHC pseudo amino acid sequence, predict their binding affinity value. This is MHC class II binding data. The peptide sequence is GLALSHLNAMSKVRK. The MHC is HLA-DQA10501-DQB10402 with pseudo-sequence HLA-DQA10501-DQB10402. The binding affinity (normalized) is 0.402.